Task: Binary Classification. Given a miRNA mature sequence and a target amino acid sequence, predict their likelihood of interaction.. Dataset: Experimentally validated miRNA-target interactions with 360,000+ pairs, plus equal number of negative samples (1) Result: 1 (interaction). The miRNA is hsa-miR-181d-5p with sequence AACAUUCAUUGUUGUCGGUGGGU. The protein sequence of the target gene is MEGDRVAGRPVLSSLPVLLLLPLLMLRAAALHPDELFPHGESWGDQLLQEGDDESSAVVKLANPLHFYEARFSNLYVGTNGIISTQDFPRETQYVDYDFPTDFPAIAPFLADIDTSHGRGRVLYREDTSPAVLGLAARYVRAGFPRSARFTPTHAFLATWEQVGAYEEVKRGALPSGELNTFQAVLASDGSDSYALFLYPANGLQFLGTRPKESYNVQLQLPARVGFCRGEADDLKSEGPYFSLTSTEQSVKNLYQLSNLGIPGVWAFHIGSTSPLDNVRPAAVGDLSAAHSSVPLGRSF.... (2) The miRNA is hsa-miR-320b with sequence AAAAGCUGGGUUGAGAGGGCAA. The protein sequence of the target gene is MEESSSVAMLVPDIGEQEAILTAESIISPSLEIDEQRKTKPDPLIHVIQKLSKIVENEKSQKCLLIGKKRPRSSAATHSLETQELCEIPAKVIQSPAADTRRAEMSQTNFTPDTLAQNEGKAMSYQCSLCKFLSSSFSVLKDHIKQHGQQNEVILMCSECHITSRSQEELEAHVVNDHDNDANIHTQSKAQQCVSPSSSLCRKTTERNETIPDIPVSVDNLQTHTVQTASVAEMGRRKWYAYEQYGMYRCLFCSYTCGQQRMLKTHAWKHAGEVDCSYPIFENENEPLGLLDSSAAAAPG.... Result: 1 (interaction). (3) The miRNA is hsa-miR-363-3p with sequence AAUUGCACGGUAUCCAUCUGUA. The protein sequence of the target gene is MALPAGPAEAACALCQRAPREPVRADCGHRFCRACVVRFWAEEDGPFPCPECADDCWQRAVEPGRPPLSRRLLALEEAAAAPARDGPASEAALQLLCRADAGPLCAACRMAAGPEPPEWEPRWRKALRGKENKGSVEIMRKDLNDARDLHGQAESAAAVWKGHVMDRRKKALTDYKKLRAFFVEEEEHFLQEAEKEEGLPEDELADPTERFRSLLQAVSELEKKHRNLGLSMLLQ. Result: 0 (no interaction). (4) The protein sequence of the target gene is METQLSNGPTCNNTANGPTTVNNNCSSPVDSGNTEDSKTNLIVNYLPQNMTQEELKSLFGSIGEIESCKLVRDKITGQSLGYGFVNYIDPKDAEKAINTLNGLRLQTKTIKVSYARPSSASIRDANLYVSGLPKTMTQKELEQLFSQYGRIITSRILVDQVTGISRGVGFIRFDKRIEAEEAIKGLNGQKPPGATEPITVKFANNPSQKTNQAILSQLYQSPNRRYPGPLAQQAQRFRLDNLLNMAYGVKSRFSPMTIDGMTSLAGINIPGHPGTGWCIFVYNLAPDADESILWQMFGPF.... The miRNA is mmu-miR-3070-3p with sequence UGGUGCUACCGUCAGGGGUAGA. Result: 0 (no interaction). (5) The miRNA is cel-miR-82-3p with sequence UGAGAUCAUCGUGAAAGCCAGU. The protein sequence of the target gene is MSNGYRTLSQHLNDLKKENFSLKLRIYFLEERMQQKYEASREDIYKRNIELKVEVESLKRELQDKKQHLDKTWADVENLNSQNEAELRRQFEERQQETEHVYELLENKIQLLQEESRLAKNEAARMAALVEAEKECNLELSEKLKGVTKNWEDVPGDQVKPDQYTEALAQRDKRIEELNQSLAAQERLVEQLSREKQQLLHLLEEPTSMEVQPMTEELLKQQKLNSHETTITQQSVSDSHLAELQEKIQQTEATNKILQEKLNEMSYELKCAQESSQKQDGTIQNLKETLKSRERETEEL.... Result: 0 (no interaction). (6) The miRNA is hsa-miR-3196 with sequence CGGGGCGGCAGGGGCCUC. The protein sequence of the target gene is MDIEDEENMSSSSTDVKENRNLDNVSPKDGSTPGPGEGSQLSNGGGGGPGRKRPLEEGSNGHSKYRLKKRRKTPGPVLPKNALMQLNEIKPGLQYTLLSQTGPVHAPLFVMSVEVNGQVFEGSGPTKKKAKLHAAEKALRSFVQFPNASEAHLAMGRTLSVNTDFTSDQADFPDTLFNGFETPDKAEPPFYVGSNGDDSFSSSGDLSLSASPVPASLAQPPLPVLPPFPPPSGKNPVMILNELRPGLKYDFLSESGESHAKSFVMSVVVDGQFFEGSGRNKKLAKARAAQSALAAIFNLH.... Result: 0 (no interaction). (7) The miRNA is mmu-miR-615-3p with sequence UCCGAGCCUGGGUCUCCCUCUU. The protein sequence of the target gene is MSYQGKKNIPRITSDRLLIKGGKIVNDDQSFYADIYMEDGLIKQIGENLIVPGGVKTIEAHSRMVIPGGIDVHTRFQMPDQGMTSADDFFQGTKAALAGGTTMIIDHVVPEPGTSLLAAFDQWREWADSKSCCDYSLHVDITEWHKGIQEEMEALVKDHGVNSFLVYMAFKDRFQLTDSQIYEVLSVIRDIGAIAQVHAENGDIIAEEQQRILDLGITGPEGHVLSRPEEVEAEAVNRSITIANQTNCPLYVTKVMSKSAAEVIAQARKKGTVVYGEPITASLGTDGSHYWSKNWAKAAA.... Result: 0 (no interaction).